Dataset: Full USPTO retrosynthesis dataset with 1.9M reactions from patents (1976-2016). Task: Predict the reactants needed to synthesize the given product. Given the product [NH2:1][C:4]1[CH:5]=[C:6]([P:10](=[O:17])([O:11][CH2:12][CH3:13])[O:14][CH2:15][CH3:16])[CH:7]=[CH:8][CH:9]=1, predict the reactants needed to synthesize it. The reactants are: [N+:1]([C:4]1[CH:5]=[C:6]([P:10](=[O:17])([O:14][CH2:15][CH3:16])[O:11][CH2:12][CH3:13])[CH:7]=[CH:8][CH:9]=1)([O-])=O.Cl[Sn]Cl.